The task is: Predict the product of the given reaction.. This data is from Forward reaction prediction with 1.9M reactions from USPTO patents (1976-2016). (1) Given the reactants [Br:1][C:2]1[CH:3]=[CH:4][C:5]([O:23][CH2:24][C:25]2[C:30](F)=[CH:29][C:28](F)=[CH:27][C:26]=2F)=[C:6]([C:8]2[N:9]([C:14]3[CH:15]=[C:16]([CH:20]=[CH:21][CH:22]=3)[C:17]([OH:19])=[O:18])[C:10]([CH3:13])=[CH:11][CH:12]=2)[CH:7]=1.[CH2:34](Br)C1C=CC=CC=1, predict the reaction product. The product is: [Br:1][C:2]1[CH:3]=[CH:4][C:5]([O:23][CH2:24][C:25]2[CH:30]=[CH:29][C:28]([CH3:34])=[CH:27][CH:26]=2)=[C:6]([C:8]2[N:9]([C:14]3[CH:15]=[C:16]([CH:20]=[CH:21][CH:22]=3)[C:17]([OH:19])=[O:18])[C:10]([CH3:13])=[CH:11][CH:12]=2)[CH:7]=1. (2) Given the reactants [CH:1]1([CH2:6][C@H:7]([CH2:24][C:25](=[O:35])[NH:26][O:27]CC2C=CC=CC=2)[C:8]([N:10]2[C@H:14]([C:15]([NH:17][C:18]3[CH:23]=[CH:22][CH:21]=[CH:20][CH:19]=3)=[O:16])[CH2:13][CH:12]=[N:11]2)=[O:9])[CH2:5][CH2:4][CH2:3][CH2:2]1, predict the reaction product. The product is: [CH:1]1([CH2:6][C@H:7]([CH2:24][C:25]([NH:26][OH:27])=[O:35])[C:8]([N:10]2[C@H:14]([C:15]([NH:17][C:18]3[CH:23]=[CH:22][CH:21]=[CH:20][CH:19]=3)=[O:16])[CH2:13][CH:12]=[N:11]2)=[O:9])[CH2:2][CH2:3][CH2:4][CH2:5]1. (3) Given the reactants [Br:1][C:2]1[CH:7]=[CH:6][CH:5]=[CH:4][C:3]=1[C@H:8]1[O:10][C@@H:9]1[CH2:11][OH:12].[F:13][C:14]1[CH:15]=[CH:16][CH:17]=[C:18]2[C:22]=1[NH:21][CH2:20][C:19]2([CH3:24])[CH3:23].[Cl-].[NH4+], predict the reaction product. The product is: [Br:1][C:2]1[CH:7]=[CH:6][CH:5]=[CH:4][C:3]=1[C@H:8]([N:21]1[C:22]2[C:18](=[CH:17][CH:16]=[CH:15][C:14]=2[F:13])[C:19]([CH3:24])([CH3:23])[CH2:20]1)[C@H:9]([OH:10])[CH2:11][OH:12]. (4) The product is: [Cl:24][C:20]1[C:19]([F:25])=[C:18]([C@@H:17]2[C@:16]([C:28]3[CH:33]=[CH:32][C:31]([Cl:34])=[CH:30][C:29]=3[F:35])([C:26]#[N:27])[C@H:15]([CH2:36][C:37]([CH3:39])([CH3:40])[CH3:38])[NH:14][C@H:13]2[C:11]([NH:10][C:8]2[NH:9][C:5]([CH2:4][C:3]([OH:41])=[O:2])=[N:6][N:7]=2)=[O:12])[CH:23]=[CH:22][CH:21]=1. Given the reactants C[O:2][C:3](=[O:41])[CH2:4][C:5]1[NH:9][C:8]([NH:10][C:11]([C@H:13]2[C@H:17]([C:18]3[CH:23]=[CH:22][CH:21]=[C:20]([Cl:24])[C:19]=3[F:25])[C@:16]([C:28]3[CH:33]=[CH:32][C:31]([Cl:34])=[CH:30][C:29]=3[F:35])([C:26]#[N:27])[C@H:15]([CH2:36][C:37]([CH3:40])([CH3:39])[CH3:38])[NH:14]2)=[O:12])=[N:7][N:6]=1.[Li+].[OH-], predict the reaction product. (5) Given the reactants [CH3:1][N:2]([CH3:31])[CH2:3][CH2:4][NH:5][C:6]1[N:15]=[C:14]2[C:9]([C:10](=[O:29])[C:11]([C:24]([O:26]CC)=[O:25])=[CH:12][N:13]2[CH2:16][C@@H:17]2[CH2:21][CH2:20][CH2:19][N:18]2[CH2:22][CH3:23])=[CH:8][C:7]=1[I:30].C1COCC1.[Li+].[OH-], predict the reaction product. The product is: [CH3:31][N:2]([CH3:1])[CH2:3][CH2:4][NH:5][C:6]1[N:15]=[C:14]2[C:9]([C:10](=[O:29])[C:11]([C:24]([OH:26])=[O:25])=[CH:12][N:13]2[CH2:16][C@@H:17]2[CH2:21][CH2:20][CH2:19][N:18]2[CH2:22][CH3:23])=[CH:8][C:7]=1[I:30]. (6) Given the reactants [Cl-].[Al+3].[Cl-].[Cl-].[C:5]([N:8]1[C:17]2[C:12](=[CH:13][C:14]([Br:18])=[CH:15][CH:16]=2)[C@H:11]([NH:19]C(=O)OC(C)C)[CH2:10][C@@H:9]1[CH3:26])(=[O:7])[CH3:6].C(N(CC)CC)C.CCOC(C)=O, predict the reaction product. The product is: [C:5]([N:8]1[C:17]2[C:12](=[CH:13][C:14]([Br:18])=[CH:15][CH:16]=2)[C@H:11]([NH2:19])[CH2:10][C@@H:9]1[CH3:26])(=[O:7])[CH3:6]. (7) Given the reactants [F:1][C:2]1[CH:7]=[CH:6][CH:5]=[CH:4][C:3]=1[C:8]1[N:9]=[C:10]([N:13]2[CH2:18][CH2:17][N:16](C(OCC3C=CC=CC=3)=O)[CH2:15][CH2:14]2)[S:11][CH:12]=1.B(Br)(Br)Br, predict the reaction product. The product is: [F:1][C:2]1[CH:7]=[CH:6][CH:5]=[CH:4][C:3]=1[C:8]1[N:9]=[C:10]([N:13]2[CH2:14][CH2:15][NH:16][CH2:17][CH2:18]2)[S:11][CH:12]=1.